Task: Predict the product of the given reaction.. Dataset: Forward reaction prediction with 1.9M reactions from USPTO patents (1976-2016) (1) Given the reactants Cl.[NH2:2][C:3]([CH3:8])([CH3:7])[CH:4]([OH:6])[CH3:5].C(N(CC)CC)C.[Br:16][C:17]1[CH:22]=[CH:21][C:20]([S:23](Cl)(=[O:25])=[O:24])=[CH:19][CH:18]=1, predict the reaction product. The product is: [Br:16][C:17]1[CH:22]=[CH:21][C:20]([S:23]([NH:2][C:3]([CH3:8])([CH3:7])[CH:4]([OH:6])[CH3:5])(=[O:25])=[O:24])=[CH:19][CH:18]=1. (2) Given the reactants [Br:1][C:2]1[CH:3]=[CH:4][C:5]([Cl:10])=[C:6]([CH:9]=1)[CH2:7]O.C1C=CC(P([N:25]=[N+:26]=[N-:27])(C2C=CC=CC=2)=O)=CC=1.C1CCN2C(=NCCC2)CC1, predict the reaction product. The product is: [Br:1][C:2]1[CH:3]=[CH:4][C:5]([Cl:10])=[C:6]([CH:9]=1)[CH2:7][N:25]=[N+:26]=[N-:27]. (3) Given the reactants [CH2:1]([O:3][C:4](=[O:23])[CH2:5][CH:6]1[CH2:11][CH2:10][N:9]([C:12]2[C:17]([NH2:18])=[CH:16][CH:15]=[C:14]([S:19]([CH3:22])(=[O:21])=[O:20])[N:13]=2)[CH2:8][CH2:7]1)[CH3:2].C(N(CC)C(C)C)(C)C.[Cl:33][C:34]1[CH:35]=[C:36]([CH:40]=[CH:41][CH:42]=1)[C:37](Cl)=[O:38], predict the reaction product. The product is: [CH2:1]([O:3][C:4](=[O:23])[CH2:5][CH:6]1[CH2:11][CH2:10][N:9]([C:12]2[C:17]([NH:18][C:37](=[O:38])[C:36]3[CH:40]=[CH:41][CH:42]=[C:34]([Cl:33])[CH:35]=3)=[CH:16][CH:15]=[C:14]([S:19]([CH3:22])(=[O:21])=[O:20])[N:13]=2)[CH2:8][CH2:7]1)[CH3:2]. (4) Given the reactants [Cl:1][C:2]1[CH:3]=[CH:4][C:5]2[N:11]3[C:12]([C:15]#[N:16])=[CH:13][CH:14]=[C:10]3[C@@H:9]([CH2:17][CH2:18][C:19]([N:21]3[CH2:26][CH2:25][CH:24]([CH2:27][C:28]([O:30]CC)=[O:29])[CH2:23][CH2:22]3)=[O:20])[O:8][C@H:7]([C:33]3[CH:38]=[CH:37][CH:36]=[C:35]([O:39][CH3:40])[C:34]=3[O:41][CH3:42])[C:6]=2[CH:43]=1, predict the reaction product. The product is: [Cl:1][C:2]1[CH:3]=[CH:4][C:5]2[N:11]3[C:12]([C:15]#[N:16])=[CH:13][CH:14]=[C:10]3[C@@H:9]([CH2:17][CH2:18][C:19]([N:21]3[CH2:26][CH2:25][CH:24]([CH2:27][C:28]([OH:30])=[O:29])[CH2:23][CH2:22]3)=[O:20])[O:8][C@H:7]([C:33]3[CH:38]=[CH:37][CH:36]=[C:35]([O:39][CH3:40])[C:34]=3[O:41][CH3:42])[C:6]=2[CH:43]=1. (5) Given the reactants [OH:1]/[N:2]=[C:3](\Cl)/[C:4]1[CH:9]=[CH:8][CH:7]=[CH:6][N:5]=1.Br[C:12](=[CH:18][CH2:19][CH2:20][CH3:21])[C:13]([O:15][CH2:16][CH3:17])=[O:14].C(N(CC)CC)C.CCCCCC, predict the reaction product. The product is: [CH2:19]([C:18]1[C:3]([C:4]2[CH:9]=[CH:8][CH:7]=[CH:6][N:5]=2)=[N:2][O:1][C:12]=1[C:13]([O:15][CH2:16][CH3:17])=[O:14])[CH2:20][CH3:21]. (6) Given the reactants [NH2:1][NH:2][C:3]([C:5]1[CH:10]=[N:9][CH:8]=[CH:7][N:6]=1)=[NH:4].[OH:11][C:12]1[CH:19]=[CH:18][CH:17]=[CH:16][C:13]=1[CH:14]=O, predict the reaction product. The product is: [N:6]1[CH:7]=[CH:8][N:9]=[CH:10][C:5]=1[C:3]1[N:4]=[C:14]([C:13]2[CH:16]=[CH:17][CH:18]=[CH:19][C:12]=2[OH:11])[NH:1][N:2]=1.